From a dataset of Reaction yield outcomes from USPTO patents with 853,638 reactions. Predict the reaction yield, written as a fraction of the theoretical maximum amount of product (1.0 means a 100% yield; for example, 0.34 means a 34% yield). (1) The reactants are [Br:1][C:2]1[CH:10]=[C:9](/[CH:11]=[CH:12]/[CH:13]([C:18]2[CH:23]=[C:22]([Cl:24])[C:21]([Cl:25])=[C:20]([Cl:26])[CH:19]=2)[C:14]([F:17])([F:16])[F:15])[CH:8]=[CH:7][C:3]=1[C:4]([OH:6])=O.O.N1(O)C2C=CC=C[C:31]=2N=N1.CN(C(ON1N=NC2C=CC=CC1=2)=[N+](C)C)C.F[P-](F)(F)(F)(F)F.Cl.[F:63][C:64]([F:75])([F:74])[CH2:65][NH:66][C:67]([CH:69]([NH2:73])[CH:70](C)C)=[O:68].C(N(C(C)C)CC)(C)C. The catalyst is CC#N. The product is [Br:1][C:2]1[CH:10]=[C:9](/[CH:11]=[CH:12]/[CH:13]([C:18]2[CH:23]=[C:22]([Cl:24])[C:21]([Cl:25])=[C:20]([Cl:26])[CH:19]=2)[C:14]([F:15])([F:16])[F:17])[CH:8]=[CH:7][C:3]=1[C:4]([NH:73][C:69]([CH3:70])([CH3:31])[C:67](=[O:68])[NH:66][CH2:65][C:64]([F:63])([F:74])[F:75])=[O:6]. The yield is 0.550. (2) The reactants are [NH:1]1[C:9]2[C:4](=[CH:5][CH:6]=[CH:7][CH:8]=2)[C:3]2([CH2:12][NH:11][CH2:10]2)[C:2]1=[O:13].C([O-])([O-])=O.[K+].[K+].[CH3:20][C:21]([O:24][C:25](O[C:25]([O:24][C:21]([CH3:23])([CH3:22])[CH3:20])=[O:26])=[O:26])([CH3:23])[CH3:22].N. The catalyst is C(Cl)Cl.CO. The product is [O:13]=[C:2]1[C:3]2([CH2:12][N:11]([C:25]([O:24][C:21]([CH3:23])([CH3:22])[CH3:20])=[O:26])[CH2:10]2)[C:4]2[C:9](=[CH:8][CH:7]=[CH:6][CH:5]=2)[NH:1]1. The yield is 0.370.